Dataset: Forward reaction prediction with 1.9M reactions from USPTO patents (1976-2016). Task: Predict the product of the given reaction. (1) Given the reactants [CH2:1]([O:3][C:4](=[O:28])[CH2:5][N:6]1[C:14]2[C:9](=[C:10]([Br:15])[CH:11]=[CH:12][CH:13]=2)[C:8]([C:18]2[CH:23]=[C:22]([F:24])[C:21]([F:25])=[CH:20][C:19]=2[OH:26])([CH2:16]O)[C:7]1=[O:27])[CH3:2].C1(CCN2C3C(=CC=CC=3)C(C3C(O)=CC4OCOC=4C=3)(CO)C2=O)CC1, predict the reaction product. The product is: [CH2:1]([O:3][C:4](=[O:28])[CH2:5][N:6]1[C:14]2[C:9](=[C:10]([Br:15])[CH:11]=[CH:12][CH:13]=2)[C:8]2([C:18]3[CH:23]=[C:22]([F:24])[C:21]([F:25])=[CH:20][C:19]=3[O:26][CH2:16]2)[C:7]1=[O:27])[CH3:2]. (2) Given the reactants [N:1]([C:4]1[C:18]([C:19]([F:22])([F:21])[F:20])=[CH:17][CH:16]=[CH:15][C:5]=1[C:6]([NH:8][C:9]1[CH:14]=[CH:13][CH:12]=[CH:11][CH:10]=1)=O)=[N+]=[N-].O=S(Cl)[Cl:25], predict the reaction product. The product is: [Cl:25][C:6]1[N:8]([C:9]2[CH:14]=[CH:13][CH:12]=[CH:11][CH:10]=2)[N:1]=[C:4]2[C:5]=1[CH:15]=[CH:16][CH:17]=[C:18]2[C:19]([F:22])([F:21])[F:20]. (3) Given the reactants [CH3:1][O:2][CH2:3][CH2:4][OH:5].O[N:7]1[C:11](=[O:12])[C:10]2=[CH:13][CH:14]=[CH:15][CH:16]=[C:9]2[C:8]1=[O:17].C1(P(C2C=CC=CC=2)C2C=CC=CC=2)C=CC=CC=1.N(C(OC(C)C)=O)=NC(OC(C)C)=O, predict the reaction product. The product is: [CH3:1][O:2][CH2:3][CH2:4][O:5][N:7]1[C:11](=[O:12])[C:10]2[C:9](=[CH:16][CH:15]=[CH:14][CH:13]=2)[C:8]1=[O:17]. (4) Given the reactants [Li]CCCC.[N:6]1([C:11]2[CH:31]=[CH:30][C:14]([CH2:15][C:16]3[C:17]([O:28][CH3:29])=[N:18][C:19]4[C:24]([C:25]=3[Cl:26])=[CH:23][C:22](Br)=[CH:21][CH:20]=4)=[CH:13][CH:12]=2)[CH:10]=[CH:9][CH:8]=[N:7]1.[C:32]([CH:40]1[CH2:45][CH2:44][N:43]([C:46](=[O:48])[CH3:47])[CH2:42][CH2:41]1)(=[O:39])[C:33]1[CH:38]=[CH:37][CH:36]=[CH:35][CH:34]=1.O, predict the reaction product. The product is: [N:6]1([C:11]2[CH:31]=[CH:30][C:14]([CH2:15][C:16]3[C:17]([O:28][CH3:29])=[N:18][C:19]4[C:24]([C:25]=3[Cl:26])=[CH:23][C:22]([C:32]([OH:39])([C:33]3[CH:38]=[CH:37][CH:36]=[CH:35][CH:34]=3)[CH:40]3[CH2:45][CH2:44][N:43]([C:46](=[O:48])[CH3:47])[CH2:42][CH2:41]3)=[CH:21][CH:20]=4)=[CH:13][CH:12]=2)[CH:10]=[CH:9][CH:8]=[N:7]1.